Dataset: Full USPTO retrosynthesis dataset with 1.9M reactions from patents (1976-2016). Task: Predict the reactants needed to synthesize the given product. (1) The reactants are: [Cl:1][C:2]1[CH:15]=[C:14]([Cl:16])[CH:13]=[CH:12][C:3]=1[O:4][C:5]1[CH:11]=[CH:10][CH:9]=[CH:8][C:6]=1[NH2:7].Cl[S:18]([C:21]1[CH:22]=[C:23]([CH:27]=[CH:28][CH:29]=1)[C:24]([OH:26])=[O:25])(=[O:20])=[O:19]. Given the product [Cl:1][C:2]1[CH:15]=[C:14]([Cl:16])[CH:13]=[CH:12][C:3]=1[O:4][C:5]1[CH:11]=[CH:10][CH:9]=[CH:8][C:6]=1[NH:7][S:18]([C:21]1[CH:22]=[C:23]([CH:27]=[CH:28][CH:29]=1)[C:24]([OH:26])=[O:25])(=[O:20])=[O:19], predict the reactants needed to synthesize it. (2) Given the product [OH:1][C:2]([C:12]([F:13])([F:14])[F:15])([CH:8]=[C:9]([CH3:11])[CH3:10])[C:3]([OH:5])=[O:4], predict the reactants needed to synthesize it. The reactants are: [OH:1][C:2]([C:12]([F:15])([F:14])[F:13])([CH:8]=[C:9]([CH3:11])[CH3:10])[C:3]([O:5]CC)=[O:4].[OH-].[Na+]. (3) Given the product [OH:1][C:2]1[CH:11]=[CH:10][C:9]2[C:4](=[CH:5][CH:6]=[C:7]([C:12]3[CH:17]=[CH:16][CH:15]=[C:14]([OH:18])[CH:13]=3)[CH:8]=2)[C:3]=1[C:19]1[CH:20]=[C:21]([CH:25]=[CH:26][CH:27]=1)[C:22]([NH:38][C:36]1[S:37][C:33]([CH3:32])=[N:34][N:35]=1)=[O:23], predict the reactants needed to synthesize it. The reactants are: [OH:1][C:2]1[CH:11]=[CH:10][C:9]2[C:4](=[CH:5][CH:6]=[C:7]([C:12]3[CH:17]=[CH:16][CH:15]=[C:14]([OH:18])[CH:13]=3)[CH:8]=2)[C:3]=1[C:19]1[CH:20]=[C:21]([CH:25]=[CH:26][CH:27]=1)[C:22](O)=[O:23].S(Cl)(Cl)=O.[CH3:32][C:33]1[S:37][C:36]([NH2:38])=[N:35][N:34]=1. (4) Given the product [Cl:26][C:20]1[CH:21]=[N:22][CH:23]=[C:24]([Cl:25])[C:19]=1[CH2:18][S:8][C:6]1[N:5]=[C:4]([OH:9])[CH:3]=[C:2]([CH3:1])[N:7]=1, predict the reactants needed to synthesize it. The reactants are: [CH3:1][C:2]1[N:7]=[C:6]([SH:8])[N:5]=[C:4]([OH:9])[CH:3]=1.C(N(CC)CC)C.Br[CH2:18][C:19]1[C:24]([Cl:25])=[CH:23][N:22]=[CH:21][C:20]=1[Cl:26]. (5) Given the product [NH2:1][C:2]1[N:7]=[C:6]([NH2:8])[C:5]([CH2:9][C:10]2[C:15]3[CH:16]=[C:17]([CH:19]=[O:20])[O:18][C:14]=3[C:13]([O:21][CH3:22])=[C:12]([O:23][CH3:24])[CH:11]=2)=[CH:4][N:3]=1, predict the reactants needed to synthesize it. The reactants are: [NH2:1][C:2]1[N:7]=[C:6]([NH2:8])[C:5]([CH2:9][C:10]2[C:15]3[CH:16]=[C:17]([CH2:19][OH:20])[O:18][C:14]=3[C:13]([O:21][CH3:22])=[C:12]([O:23][CH3:24])[CH:11]=2)=[CH:4][N:3]=1. (6) Given the product [F:25][C:26]1[CH:31]=[CH:30][CH:29]=[CH:28][C:27]=1[N:32]1[C:2]2[C:3](=[CH:14][CH:15]=[C:16]([OH:18])[CH:17]=2)[C:4]([C:6]2[CH:11]=[CH:10][C:9]([OH:12])=[CH:8][C:7]=2[OH:13])=[N:33]1, predict the reactants needed to synthesize it. The reactants are: O[C:2]1[CH:17]=[C:16]([OH:18])[CH:15]=[CH:14][C:3]=1[C:4]([C:6]1[CH:11]=[CH:10][C:9]([OH:12])=[CH:8][C:7]=1[OH:13])=O.C([O-])(=O)C.[Na+].Cl.[F:25][C:26]1[CH:31]=[CH:30][CH:29]=[CH:28][C:27]=1[NH:32][NH2:33]. (7) Given the product [N:10]1([CH2:9][C:8]([C:4]2[CH:3]=[C:2]([C:22]3[CH:21]=[C:20]([CH2:16][CH:17]([CH3:18])[CH3:19])[S:24][C:23]=3[S:25]([NH:28][C:29]([CH3:31])([CH3:30])[CH3:32])(=[O:27])=[O:26])[CH:7]=[CH:6][CH:5]=2)=[O:15])[CH:14]=[CH:13][N:12]=[CH:11]1, predict the reactants needed to synthesize it. The reactants are: Br[C:2]1[CH:3]=[C:4]([C:8](=[O:15])[CH2:9][N:10]2[CH:14]=[CH:13][N:12]=[CH:11]2)[CH:5]=[CH:6][CH:7]=1.[CH2:16]([C:20]1[S:24][C:23]([S:25]([NH:28][C:29]([CH3:32])([CH3:31])[CH3:30])(=[O:27])=[O:26])=[C:22](B(O)O)[CH:21]=1)[CH:17]([CH3:19])[CH3:18].C([O-])([O-])=O.[Na+].[Na+]. (8) The reactants are: [OH:1][C:2]1[CH:3]=[CH:4][C:5]2[C:17](=[O:18])[C:16]3[C:15]4[C:10](=[CH:11][C:12]([C:19]#[N:20])=[CH:13][CH:14]=4)[NH:9][C:8]=3[C:7]([CH3:22])([CH3:21])[C:6]=2[CH:23]=1.O[CH2:25][CH2:26][N:27]1[CH2:31][CH2:30][NH:29][C:28]1=[O:32]. Given the product [CH3:22][C:7]1([CH3:21])[C:8]2[NH:9][C:10]3[C:15](=[CH:14][CH:13]=[C:12]([C:19]#[N:20])[CH:11]=3)[C:16]=2[C:17](=[O:18])[C:5]2[CH:4]=[CH:3][C:2]([O:1][CH2:25][CH2:26][N:27]3[CH2:31][CH2:30][NH:29][C:28]3=[O:32])=[CH:23][C:6]1=2, predict the reactants needed to synthesize it. (9) Given the product [NH2:37][CH2:36][CH:35]1[CH2:14][CH2:13][N:12]([C:6]2[C:5]([F:9])=[CH:4][N:3]=[C:2]([NH:22][C:21]3[CH:23]=[C:24]([O:28][CH3:29])[C:25]([O:26][CH3:27])=[C:19]([O:18][CH3:17])[CH:20]=3)[N:7]=2)[CH2:15][CH2:16]1, predict the reactants needed to synthesize it. The reactants are: Cl[C:2]1[N:7]=[C:6](Cl)[C:5]([F:9])=[CH:4][N:3]=1.C([N:12]([CH2:15][CH3:16])[CH2:13][CH3:14])C.[CH3:17][O:18][C:19]1[CH:20]=[C:21]([CH:23]=[C:24]([O:28][CH3:29])[C:25]=1[O:26][CH3:27])[NH2:22].C(O)CCC.[CH3:35][C:36]#[N:37]. (10) Given the product [CH:18]([C:2]1[CH:10]=[C:9]2[C:5]([CH2:6][CH2:7][N:8]2[C:11]([O:13][C:14]([CH3:17])([CH3:16])[CH3:15])=[O:12])=[CH:4][CH:3]=1)=[CH2:19], predict the reactants needed to synthesize it. The reactants are: Br[C:2]1[CH:10]=[C:9]2[C:5]([CH2:6][CH2:7][N:8]2[C:11]([O:13][C:14]([CH3:17])([CH3:16])[CH3:15])=[O:12])=[CH:4][CH:3]=1.[CH2:18]([Sn](CCCC)(CCCC)C=C)[CH2:19]CC.CC1C=CC=C(C)C=1CN1C2C(=CC=C(CC(O)=O)C=2)C(C)=N1.